Dataset: Forward reaction prediction with 1.9M reactions from USPTO patents (1976-2016). Task: Predict the product of the given reaction. Given the reactants [Br:1][C:2]1[CH:3]=[C:4]([NH2:9])[C:5]([NH2:8])=[N:6][CH:7]=1.[N+:10]([C:13]1[CH:18]=[CH:17][C:16]([C:19]2[O:23][C:22]([CH:24]=O)=[CH:21][CH:20]=2)=[CH:15][CH:14]=1)([O-:12])=[O:11], predict the reaction product. The product is: [Br:1][C:2]1[CH:3]=[C:4]2[N:9]=[C:24]([C:22]3[O:23][C:19]([C:16]4[CH:17]=[CH:18][C:13]([N+:10]([O-:12])=[O:11])=[CH:14][CH:15]=4)=[CH:20][CH:21]=3)[NH:8][C:5]2=[N:6][CH:7]=1.